This data is from Reaction yield outcomes from USPTO patents with 853,638 reactions. The task is: Predict the reaction yield, written as a fraction of the theoretical maximum amount of product (1.0 means a 100% yield; for example, 0.34 means a 34% yield). (1) The yield is 0.960. The product is [CH3:14][O:13][CH2:12][O:11][C:9]1[C:8]([I:37])=[C:7]([CH2:15][C:16]([O:18][CH3:19])=[O:17])[C:6]([C:20](=[O:29])[C:21]2[CH:22]=[CH:23][C:24]([O:27][CH3:28])=[CH:25][CH:26]=2)=[C:5]([O:4][CH2:3][O:2][CH3:1])[CH:10]=1. The reactants are [CH3:1][O:2][CH2:3][O:4][C:5]1[C:6]([C:20](=[O:29])[C:21]2[CH:26]=[CH:25][C:24]([O:27][CH3:28])=[CH:23][CH:22]=2)=[C:7]([CH2:15][C:16]([O:18][CH3:19])=[O:17])[CH:8]=[C:9]([O:11][CH2:12][O:13][CH3:14])[CH:10]=1.II.FC(F)(F)C(O[I:37](C1C=CC=CC=1)OC(=O)C(F)(F)F)=O.S([O-])([O-])(=O)=S.[Na+].[Na+]. The catalyst is ClCCl.O. (2) The reactants are [C:1]([N:4]1[CH2:9][CH2:8][CH:7]([C:10]([N:12]2[CH2:17][CH2:16][C@@H:15]([N:18](C)[C:19](=O)C(F)(F)F)[C@H:14]([C:26]3[CH:31]=[CH:30][C:29]([Cl:32])=[C:28]([Cl:33])[CH:27]=3)[CH2:13]2)=[O:11])[CH2:6][CH2:5]1)(=[O:3])[CH3:2].C(=O)([O-])[O-].[K+].[K+]. The catalyst is CO.O. The product is [C:1]([N:4]1[CH2:5][CH2:6][CH:7]([C:10]([N:12]2[CH2:17][CH2:16][C@@H:15]([NH:18][CH3:19])[C@H:14]([C:26]3[CH:31]=[CH:30][C:29]([Cl:32])=[C:28]([Cl:33])[CH:27]=3)[CH2:13]2)=[O:11])[CH2:8][CH2:9]1)(=[O:3])[CH3:2]. The yield is 0.580. (3) The reactants are [CH3:1][NH:2][CH2:3][C:4]1[CH:5]=[CH:6][C:7]([N+:13]([O-:15])=[O:14])=[C:8]([CH:12]=1)C(O)=O.[CH:16]([O-:18])=[O:17].[Na+].[C:20](OC(=O)C)(=[O:22])C. The catalyst is C(O)=O.O. The product is [CH:20]([N:2]([CH2:3][C:4]1[CH:12]=[CH:8][C:7]([N+:13]([O-:15])=[O:14])=[C:6]([CH:5]=1)[C:16]([OH:18])=[O:17])[CH3:1])=[O:22]. The yield is 0.870. (4) No catalyst specified. The reactants are [Br:1][C:2]1[CH:10]=[C:6]([C:7]([OH:9])=O)[C:5]([OH:11])=[CH:4][CH:3]=1.[CH3:12][O:13][C:14]1[CH:15]=[C:16]([CH:18]=[C:19]([O:21][CH3:22])[CH:20]=1)[NH2:17]. The yield is 0.403. The product is [Br:1][C:2]1[CH:3]=[CH:4][C:5]([OH:11])=[C:6]([CH:10]=1)[C:7]([NH:17][C:16]1[CH:18]=[C:19]([O:21][CH3:22])[CH:20]=[C:14]([O:13][CH3:12])[CH:15]=1)=[O:9].